This data is from Forward reaction prediction with 1.9M reactions from USPTO patents (1976-2016). The task is: Predict the product of the given reaction. (1) Given the reactants [F:1][C:2]1[C:7]([O:8][CH3:9])=[CH:6][C:5]([O:10][CH3:11])=[C:4]([F:12])[C:3]=1[N:13]1[CH2:22][C:21]2[CH:20]=[N:19][C:18]([C:23]3[CH2:28][N:27]([C:29]([O:31][C:32]([CH3:35])([CH3:34])[CH3:33])=[O:30])[CH2:26][CH2:25][CH:24]=3)=[CH:17][C:16]=2[CH2:15][C:14]1=[O:36], predict the reaction product. The product is: [F:12][C:4]1[C:5]([O:10][CH3:11])=[CH:6][C:7]([O:8][CH3:9])=[C:2]([F:1])[C:3]=1[N:13]1[CH2:22][C:21]2[CH:20]=[N:19][C:18]([CH:23]3[CH2:24][CH2:25][CH2:26][N:27]([C:29]([O:31][C:32]([CH3:34])([CH3:33])[CH3:35])=[O:30])[CH2:28]3)=[CH:17][C:16]=2[CH2:15][C:14]1=[O:36]. (2) Given the reactants [F:1][C:2]1[CH:21]=[C:20]([C:22]2[CH:27]=[CH:26][CH:25]=[CH:24][N:23]=2)[CH:19]=[CH:18][C:3]=1[C:4]([NH:6][C:7]1[C:8](O)=[C:9]([CH:14]=[CH:15][CH:16]=1)[C:10]([O:12][CH3:13])=[O:11])=[O:5].CC1C=CC(S(O)(=O)=O)=CC=1, predict the reaction product. The product is: [F:1][C:2]1[CH:21]=[C:20]([C:22]2[CH:27]=[CH:26][CH:25]=[CH:24][N:23]=2)[CH:19]=[CH:18][C:3]=1[C:4]1[O:5][C:8]2[C:9]([C:10]([O:12][CH3:13])=[O:11])=[CH:14][CH:15]=[CH:16][C:7]=2[N:6]=1. (3) Given the reactants [NH2:1][C@@H:2]1[C:11]2[C:6](=[CH:7][CH:8]=[C:9]([C:12]#[N:13])[CH:10]=2)[O:5][C:4]([CH3:15])([CH3:14])[C@H:3]1[OH:16].[Cl:17][C:18]1[CH:19]=[C:20]2[C:24](=[CH:25][CH:26]=1)[C:23](=O)[O:22][C:21]2=[O:28], predict the reaction product. The product is: [Cl:17][C:18]1[CH:19]=[C:20]2[C:24](=[CH:25][CH:26]=1)[C:23](=[O:22])[N:1]([CH:2]1[C:11]3[C:6](=[CH:7][CH:8]=[C:9]([C:12]#[N:13])[CH:10]=3)[O:5][C:4]([CH3:14])([CH3:15])[CH:3]1[OH:16])[C:21]2=[O:28]. (4) Given the reactants Cl[CH2:2][C:3]1[N:4]=[C:5]([C:14]2[CH:19]=[CH:18][CH:17]=[CH:16][CH:15]=2)[O:6][C:7]=1[C:8]1[CH:9]=[N:10][CH:11]=[CH:12][CH:13]=1.[C-:20]#[N:21].[K+].O, predict the reaction product. The product is: [C:14]1([C:5]2[O:6][C:7]([C:8]3[CH:9]=[N:10][CH:11]=[CH:12][CH:13]=3)=[C:3]([CH2:2][C:20]#[N:21])[N:4]=2)[CH:19]=[CH:18][CH:17]=[CH:16][CH:15]=1.